From a dataset of Full USPTO retrosynthesis dataset with 1.9M reactions from patents (1976-2016). Predict the reactants needed to synthesize the given product. (1) Given the product [CH3:16][O:17][CH2:18][CH2:19][N:20]([CH2:21][CH2:22][O:23][CH3:24])[S:12]([C:3]1[C:4]([Cl:11])=[CH:5][CH:6]=[C:7]([N+:8]([O-:10])=[O:9])[C:2]=1[Cl:1])(=[O:14])=[O:13], predict the reactants needed to synthesize it. The reactants are: [Cl:1][C:2]1[C:7]([N+:8]([O-:10])=[O:9])=[CH:6][CH:5]=[C:4]([Cl:11])[C:3]=1[S:12](Cl)(=[O:14])=[O:13].[CH3:16][O:17][CH2:18][CH2:19][NH:20][CH2:21][CH2:22][O:23][CH3:24].C(N(CC)CC)C. (2) Given the product [N+:1]([C:4]1[CH:9]=[C:8]([C:10]([F:11])([F:12])[F:13])[CH:7]=[CH:6][C:5]=1[NH:14][CH:15]([CH2:18][CH3:19])[CH2:16][O:17][S:27]([CH3:26])(=[O:29])=[O:28])([O-:3])=[O:2], predict the reactants needed to synthesize it. The reactants are: [N+:1]([C:4]1[CH:9]=[C:8]([C:10]([F:13])([F:12])[F:11])[CH:7]=[CH:6][C:5]=1[NH:14][CH:15]([CH2:18][CH3:19])[CH2:16][OH:17])([O-:3])=[O:2].N1C=CC=CC=1.[CH3:26][S:27](Cl)(=[O:29])=[O:28].